Regression. Given two drug SMILES strings and cell line genomic features, predict the synergy score measuring deviation from expected non-interaction effect. From a dataset of NCI-60 drug combinations with 297,098 pairs across 59 cell lines. (1) Drug 1: CC12CCC3C(C1CCC2=O)CC(=C)C4=CC(=O)C=CC34C. Drug 2: C#CCC(CC1=CN=C2C(=N1)C(=NC(=N2)N)N)C3=CC=C(C=C3)C(=O)NC(CCC(=O)O)C(=O)O. Cell line: SR. Synergy scores: CSS=9.23, Synergy_ZIP=-4.87, Synergy_Bliss=-11.5, Synergy_Loewe=-20.4, Synergy_HSA=-10.6. (2) Drug 1: CC1CCC2CC(C(=CC=CC=CC(CC(C(=O)C(C(C(=CC(C(=O)CC(OC(=O)C3CCCCN3C(=O)C(=O)C1(O2)O)C(C)CC4CCC(C(C4)OC)OCCO)C)C)O)OC)C)C)C)OC. Drug 2: N.N.Cl[Pt+2]Cl. Cell line: SF-295. Synergy scores: CSS=54.4, Synergy_ZIP=-2.09, Synergy_Bliss=3.17, Synergy_Loewe=-3.44, Synergy_HSA=3.27. (3) Drug 1: CN(C)C1=NC(=NC(=N1)N(C)C)N(C)C. Drug 2: CC12CCC3C(C1CCC2OP(=O)(O)O)CCC4=C3C=CC(=C4)OC(=O)N(CCCl)CCCl.[Na+]. Cell line: CCRF-CEM. Synergy scores: CSS=-16.7, Synergy_ZIP=-0.0419, Synergy_Bliss=-14.6, Synergy_Loewe=-19.1, Synergy_HSA=-17.4. (4) Drug 1: C1=NC2=C(N1)C(=S)N=C(N2)N. Drug 2: CC(C)NC(=O)C1=CC=C(C=C1)CNNC.Cl. Cell line: SW-620. Synergy scores: CSS=10.5, Synergy_ZIP=-4.28, Synergy_Bliss=-2.63, Synergy_Loewe=-9.40, Synergy_HSA=-4.40.